This data is from Aqueous solubility values for 9,982 compounds from the AqSolDB database. The task is: Regression/Classification. Given a drug SMILES string, predict its absorption, distribution, metabolism, or excretion properties. Task type varies by dataset: regression for continuous measurements (e.g., permeability, clearance, half-life) or binary classification for categorical outcomes (e.g., BBB penetration, CYP inhibition). For this dataset (solubility_aqsoldb), we predict Y. The drug is NCCc1ccc(O)c([N+](=O)[O-])c1. The Y is -1.34 log mol/L.